From a dataset of Forward reaction prediction with 1.9M reactions from USPTO patents (1976-2016). Predict the product of the given reaction. (1) Given the reactants [C:1]([O:5][C:6]([N:8]1[CH2:14][CH2:13][C:12]2[C:15]([CH2:20]Cl)=[C:16]([Cl:19])[CH:17]=[CH:18][C:11]=2[CH2:10][CH2:9]1)=[O:7])([CH3:4])([CH3:3])[CH3:2].[Br-:22].[Li+], predict the reaction product. The product is: [Br:22][CH2:20][C:15]1[C:12]2[CH2:13][CH2:14][N:8]([C:6]([O:5][C:1]([CH3:4])([CH3:3])[CH3:2])=[O:7])[CH2:9][CH2:10][C:11]=2[CH:18]=[CH:17][C:16]=1[Cl:19]. (2) The product is: [Br-:25].[F:35][C:31]1[CH:30]=[C:29]([C:27](=[O:28])[CH2:26][N+:13]23[CH2:14][CH2:15][CH:16]([CH2:17][CH2:18]2)[C@@H:11]([O:10][C:8](=[O:9])[C:7]([N:1]2[CH2:2][CH2:3][CH2:4][CH2:5][CH2:6]2)([C:20]2[S:21][CH:22]=[CH:23][CH:24]=2)[CH3:19])[CH2:12]3)[CH:34]=[CH:33][CH:32]=1. Given the reactants [N:1]1([C:7]([C:20]2[S:21][CH:22]=[CH:23][CH:24]=2)([CH3:19])[C:8]([O:10][C@@H:11]2[CH:16]3[CH2:17][CH2:18][N:13]([CH2:14][CH2:15]3)[CH2:12]2)=[O:9])[CH2:6][CH2:5][CH2:4][CH2:3][CH2:2]1.[Br:25][CH2:26][C:27]([C:29]1[CH:34]=[CH:33][CH:32]=[C:31]([F:35])[CH:30]=1)=[O:28], predict the reaction product. (3) Given the reactants Cl.Cl[C:3]1[N:8]=[C:7]([S:9][CH3:10])[N:6]2[CH:11]=[CH:12][N:13]=[C:5]2[CH:4]=1.[O:14]1[CH2:19][CH2:18][N:17]([C:20]2[CH:25]=[CH:24][C:23](B(O)O)=[CH:22][CH:21]=2)[CH2:16][CH2:15]1.P([O-])([O-])([O-])=O.[K+].[K+].[K+].CC(C1C=C(C(C)C)C(C2C=CC=CC=2P(C2CCCCC2)C2CCCCC2)=C(C(C)C)C=1)C, predict the reaction product. The product is: [CH3:10][S:9][C:7]1[N:6]2[CH:11]=[CH:12][N:13]=[C:5]2[CH:4]=[C:3]([C:23]2[CH:22]=[CH:21][C:20]([N:17]3[CH2:16][CH2:15][O:14][CH2:19][CH2:18]3)=[CH:25][CH:24]=2)[N:8]=1. (4) Given the reactants [CH3:1][O:2][C:3]1[CH:4]=[C:5]([CH:9]=[C:10]([C:12]2[CH:21]=[CH:20][C:19]3[C:14](=[CH:15][CH:16]=[C:17]([O:22][CH3:23])[CH:18]=3)[CH:13]=2)[CH:11]=1)[C:6](O)=[O:7].[NH2:24][C:25]1[CH:30]=[CH:29][CH:28]=[CH:27][CH:26]=1, predict the reaction product. The product is: [CH3:1][O:2][C:3]1[CH:4]=[C:5]([CH:9]=[C:10]([C:12]2[CH:21]=[CH:20][C:19]3[C:14](=[CH:15][CH:16]=[C:17]([O:22][CH3:23])[CH:18]=3)[CH:13]=2)[CH:11]=1)[C:6]([NH:24][C:25]1[CH:30]=[CH:29][CH:28]=[CH:27][CH:26]=1)=[O:7]. (5) Given the reactants [OH:1][C:2]1[CH:7]=[CH:6][C:5]([CH2:8][CH2:9][C:10]([O:12][CH2:13][CH3:14])=[O:11])=[C:4]([CH3:15])[C:3]=1[CH3:16].CN(C)C=O.C(=O)([O-])[O-].[K+].[K+].CS(O[CH2:33][C:34]1[C:42]2[O:41][C:40]([CH3:43])=[CH:39][C:38]=2[CH:37]=[C:36]([F:44])[CH:35]=1)(=O)=O, predict the reaction product. The product is: [F:44][C:36]1[CH:35]=[C:34]([CH2:33][O:1][C:2]2[CH:7]=[CH:6][C:5]([CH2:8][CH2:9][C:10]([O:12][CH2:13][CH3:14])=[O:11])=[C:4]([CH3:15])[C:3]=2[CH3:16])[C:42]2[O:41][C:40]([CH3:43])=[CH:39][C:38]=2[CH:37]=1. (6) Given the reactants [Br:1][C:2]1[C:3]([O:9][CH3:10])=[N:4][C:5](Cl)=[N:6][CH:7]=1.[CH3:11][C@H:12]1[O:17][C@@H:16]([CH3:18])[CH2:15][NH:14][CH2:13]1, predict the reaction product. The product is: [Br:1][C:2]1[C:3]([O:9][CH3:10])=[N:4][C:5]([N:14]2[CH2:13][C@H:12]([CH3:11])[O:17][C@H:16]([CH3:18])[CH2:15]2)=[N:6][CH:7]=1.